This data is from Full USPTO retrosynthesis dataset with 1.9M reactions from patents (1976-2016). The task is: Predict the reactants needed to synthesize the given product. Given the product [Cl:17][CH2:18][CH2:19][CH2:20][CH2:21][N:1]1[CH2:5][CH2:4][N:3]([CH2:21][CH2:20][CH2:19][CH2:18][Cl:17])[C:2]1=[C:6]([C:9]#[N:10])[C:7]#[N:8], predict the reactants needed to synthesize it. The reactants are: [NH:1]1[CH2:5][CH2:4][NH:3][C:2]1=[C:6]([C:9]#[N:10])[C:7]#[N:8].C(=O)([O-])[O-].[K+].[K+].[Cl:17][CH2:18][CH2:19][CH2:20][CH2:21]I.